From a dataset of Full USPTO retrosynthesis dataset with 1.9M reactions from patents (1976-2016). Predict the reactants needed to synthesize the given product. Given the product [CH:13]1([CH2:16][NH:17][C:2]2[N:7]=[CH:6][C:5]([C:8]([O:10][CH2:11][CH3:12])=[O:9])=[CH:4][N:3]=2)[CH2:15][CH2:14]1, predict the reactants needed to synthesize it. The reactants are: Cl[C:2]1[N:7]=[CH:6][C:5]([C:8]([O:10][CH2:11][CH3:12])=[O:9])=[CH:4][N:3]=1.[CH:13]1([CH2:16][NH2:17])[CH2:15][CH2:14]1.CCN(C(C)C)C(C)C.